From a dataset of Catalyst prediction with 721,799 reactions and 888 catalyst types from USPTO. Predict which catalyst facilitates the given reaction. (1) Reactant: [C:1]([O:5][C:6]([N:8]1[CH2:13][CH2:12][N:11]([C:14](=[O:17])[CH2:15]Cl)[C@@H:10]([CH2:18][OH:19])[CH2:9]1)=[O:7])([CH3:4])([CH3:3])[CH3:2].CC(C)([O-])C.[K+].CC(O)=O. Product: [C:1]([O:5][C:6]([N:8]1[CH2:13][CH2:12][N:11]2[C@@H:10]([CH2:18][O:19][CH2:15][C:14]2=[O:17])[CH2:9]1)=[O:7])([CH3:4])([CH3:3])[CH3:2]. The catalyst class is: 1. (2) Reactant: IC.[C:3]([O:7][C:8]([NH:10][C@H:11]([C:16]1[CH:21]=[CH:20][C:19]([Cl:22])=[CH:18][CH:17]=1)[CH2:12][C:13]([OH:15])=[O:14])=[O:9])([CH3:6])([CH3:5])[CH3:4].[C:23](=O)([O-])[O-].[K+].[K+]. Product: [C:3]([O:7][C:8]([NH:10][C@H:11]([C:16]1[CH:21]=[CH:20][C:19]([Cl:22])=[CH:18][CH:17]=1)[CH2:12][C:13]([O:15][CH3:23])=[O:14])=[O:9])([CH3:6])([CH3:4])[CH3:5]. The catalyst class is: 3. (3) Reactant: [C:1]([O:5][C:6](=[O:15])[C:7]1[CH:12]=[CH:11][CH:10]=[C:9](C)[C:8]=1I)([CH3:4])([CH3:3])[CH3:2].[CH2:16](N(CC)CC)C.[CH3:23][C:24]1([CH3:31])[C:28]([CH3:30])([CH3:29])[O:27][BH:26][O:25]1. Product: [C:1]([O:5][C:6](=[O:15])[C:7]1[CH:12]=[CH:11][C:10]([CH3:16])=[CH:9][C:8]=1[B:26]1[O:27][C:28]([CH3:30])([CH3:29])[C:24]([CH3:31])([CH3:23])[O:25]1)([CH3:2])([CH3:3])[CH3:4]. The catalyst class is: 184. (4) Reactant: [Cl:1][C:2]1[CH:10]=[C:9]2[C:5]([C:6]([C:11]3[N:16]=[C:15]4[C:17]([C:20](O)=[O:21])=[CH:18][NH:19][C:14]4=[N:13][CH:12]=3)=[N:7][NH:8]2)=[CH:4][CH:3]=1.[NH2:23][C:24]([CH3:28])([CH3:27])[CH2:25][OH:26].CCN=C=NCCCN(C)C.C1C=CC2N(O)N=NC=2C=1.CCN(C(C)C)C(C)C. Product: [Cl:1][C:2]1[CH:10]=[C:9]2[C:5]([C:6]([C:11]3[N:16]=[C:15]4[C:17]([C:20]([NH:23][C:24]([CH3:28])([CH3:27])[CH2:25][OH:26])=[O:21])=[CH:18][NH:19][C:14]4=[N:13][CH:12]=3)=[N:7][NH:8]2)=[CH:4][CH:3]=1. The catalyst class is: 18. (5) Reactant: Cl[CH2:2][C:3]([NH:5][C@@H:6]([C:9]1[CH:14]=[CH:13][CH:12]=[CH:11][CH:10]=1)[CH2:7][OH:8])=[O:4].[H-].[Na+]. Product: [C:9]1([C@@H:6]2[NH:5][C:3](=[O:4])[CH2:2][O:8][CH2:7]2)[CH:14]=[CH:13][CH:12]=[CH:11][CH:10]=1. The catalyst class is: 1. (6) Reactant: [H-].[Na+].[F:3][C:4]1[C:5]([O:11][C:12]2[CH:17]=[CH:16][CH:15]=[CH:14][C:13]=2[C:18](=[N:23][O:24][CH3:25])[C:19]([NH:21][CH3:22])=[O:20])=[N:6][CH:7]=[N:8][C:9]=1F.[CH3:26][C:27]1[CH:32]=[CH:31][CH:30]=[CH:29][C:28]=1[OH:33]. Product: [F:3][C:4]1[C:5]([O:11][C:12]2[CH:17]=[CH:16][CH:15]=[CH:14][C:13]=2[C:18](=[N:23][O:24][CH3:25])[C:19]([NH:21][CH3:22])=[O:20])=[N:6][CH:7]=[N:8][C:9]=1[O:33][C:28]1[CH:29]=[CH:30][CH:31]=[CH:32][C:27]=1[CH3:26]. The catalyst class is: 9. (7) Reactant: CC(OC([N:8]1[CH2:13][CH2:12][CH:11]([CH2:14][C:15]2[CH:16]=[C:17]([C:21]([NH:23][CH2:24][C:25]3[CH:26]=[CH:27][C:28]([F:52])=[C:29]([C:31]4[CH:36]=[CH:35][CH:34]=[C:33]([CH2:37][N:38]5[CH2:43][CH2:42][N:41](C(OC(C)(C)C)=O)[C@@H:40]([CH3:51])[CH2:39]5)[CH:32]=4)[CH:30]=3)=[O:22])[CH:18]=[CH:19][CH:20]=2)[CH2:10][CH2:9]1)=O)(C)C.[H-].[Na+].Br[CH2:56][CH2:57][CH2:58][CH2:59][CH2:60][CH3:61]. Product: [F:52][C:28]1[C:29]([C:31]2[CH:36]=[CH:35][CH:34]=[C:33]([CH2:37][N:38]3[CH2:43][CH2:42][NH:41][C@@H:40]([CH3:51])[CH2:39]3)[CH:32]=2)=[CH:30][C:25]([CH2:24][N:23]([CH2:56][CH2:57][CH2:58][CH2:59][CH2:60][CH3:61])[C:21](=[O:22])[C:17]2[CH:18]=[CH:19][CH:20]=[C:15]([CH2:14][CH:11]3[CH2:12][CH2:13][NH:8][CH2:9][CH2:10]3)[CH:16]=2)=[CH:26][CH:27]=1. The catalyst class is: 3. (8) Reactant: [F:1][C:2]1[CH:7]=[CH:6][C:5]([OH:8])=[CH:4][C:3]=1[CH3:9].Cl[C:11]1[CH:12]=[CH:13][C:14]([N+:26]([O-:28])=[O:27])=[C:15]([CH2:17][NH:18][C:19](=[O:25])[O:20][C:21]([CH3:24])([CH3:23])[CH3:22])[CH:16]=1.[H-].[Na+]. Product: [C:21]([O:20][C:19](=[O:25])[NH:18][CH2:17][C:15]1[CH:16]=[C:11]([O:8][C:5]2[CH:6]=[CH:7][C:2]([F:1])=[C:3]([CH3:9])[CH:4]=2)[CH:12]=[CH:13][C:14]=1[N+:26]([O-:28])=[O:27])([CH3:24])([CH3:22])[CH3:23]. The catalyst class is: 9. (9) Reactant: [F:1][C:2]1[CH:3]=[C:4]([N:14]2[CH2:18][C@H:17]([CH2:19]O)[O:16][C:15]2=[O:21])[CH:5]=[CH:6][C:7]=1[N:8]1[CH:12]=[N:11][C:10]([CH3:13])=[N:9]1.C(N(CC)CC)C.[CH3:29][S:30](Cl)(=[O:32])=[O:31].N1C=CC=CC=1. Product: [F:1][C:2]1[CH:3]=[C:4]([N:14]2[CH2:18][C@H:17]([CH2:19][S:30]([CH3:29])(=[O:32])=[O:31])[O:16][C:15]2=[O:21])[CH:5]=[CH:6][C:7]=1[N:8]1[CH:12]=[N:11][C:10]([CH3:13])=[N:9]1. The catalyst class is: 4.